This data is from Peptide-MHC class I binding affinity with 185,985 pairs from IEDB/IMGT. The task is: Regression. Given a peptide amino acid sequence and an MHC pseudo amino acid sequence, predict their binding affinity value. This is MHC class I binding data. (1) The peptide sequence is YNAELLVLL. The MHC is HLA-A02:02 with pseudo-sequence HLA-A02:02. The binding affinity (normalized) is 0.559. (2) The peptide sequence is YMDDVVLGAK. The MHC is Patr-A0301 with pseudo-sequence Patr-A0301. The binding affinity (normalized) is 0.0418. (3) The peptide sequence is NHDGIQAGV. The MHC is HLA-A26:01 with pseudo-sequence HLA-A26:01. The binding affinity (normalized) is 0.0847.